This data is from Catalyst prediction with 721,799 reactions and 888 catalyst types from USPTO. The task is: Predict which catalyst facilitates the given reaction. (1) Reactant: Cl[C:2]1[CH:3]=[CH:4][C:5]([N+:20]([O-:22])=[O:21])=[C:6]([CH:19]=1)[C:7]([NH:9][C:10]1[CH:15]=[C:14]([Cl:16])[C:13]([Cl:17])=[C:12]([Cl:18])[CH:11]=1)=[O:8].C([O-])([O-])=O.[K+].[K+].[Cl:29][C:30]1[CH:35]=[CH:34][C:33]([OH:36])=[CH:32][CH:31]=1. Product: [Cl:29][C:30]1[CH:35]=[CH:34][C:33]([O:36][C:2]2[CH:3]=[CH:4][C:5]([N+:20]([O-:22])=[O:21])=[C:6]([CH:19]=2)[C:7]([NH:9][C:10]2[CH:15]=[C:14]([Cl:16])[C:13]([Cl:17])=[C:12]([Cl:18])[CH:11]=2)=[O:8])=[CH:32][CH:31]=1. The catalyst class is: 287. (2) Reactant: [N:1]1[C:2]([CH2:10]O)=[N:3][N:4]2[CH:9]=[CH:8][CH:7]=[CH:6][C:5]=12.C1(P(C2C=CC=CC=2)C2C=CC=CC=2)C=CC=CC=1.C(Br)(Br)(Br)[Br:32]. Product: [Br:32][CH2:10][C:2]1[N:1]=[C:5]2[CH:6]=[CH:7][CH:8]=[CH:9][N:4]2[N:3]=1. The catalyst class is: 4. (3) Product: [NH2:24][C:3]1[CH:4]=[C:5]([CH:8]2[C:17]([CH3:18])([CH3:19])[CH2:16][C:15]3[C:10](=[CH:11][CH:12]=[C:13]([C:20]([O:22][CH3:23])=[O:21])[CH:14]=3)[NH:9]2)[CH:6]=[CH:7][C:2]=1[Cl:1]. The catalyst class is: 190. Reactant: [Cl:1][C:2]1[CH:7]=[CH:6][C:5]([CH:8]2[C:17]([CH3:19])([CH3:18])[CH2:16][C:15]3[C:10](=[CH:11][CH:12]=[C:13]([C:20]([O:22][CH3:23])=[O:21])[CH:14]=3)[NH:9]2)=[CH:4][C:3]=1[N+:24]([O-])=O.Cl. (4) Reactant: [CH2:1]([O:8][C:9]1[CH:14]=[CH:13][N:12]([C:15]2[CH:20]=[CH:19][C:18]([OH:21])=[CH:17][CH:16]=2)[C:11](=[O:22])[CH:10]=1)[C:2]1[CH:7]=[CH:6][CH:5]=[CH:4][CH:3]=1.[CH3:23][N:24]([CH3:28])[CH2:25][CH2:26]O.C1(P(C2C=CC=CC=2)C2C=CC=CC=2)C=CC=CC=1.N(C(OCC)=O)=NC(OCC)=O. Product: [CH2:1]([O:8][C:9]1[CH:14]=[CH:13][N:12]([C:15]2[CH:16]=[CH:17][C:18]([O:21][CH2:26][CH2:25][N:24]([CH3:28])[CH3:23])=[CH:19][CH:20]=2)[C:11](=[O:22])[CH:10]=1)[C:2]1[CH:7]=[CH:6][CH:5]=[CH:4][CH:3]=1. The catalyst class is: 1.